Dataset: Forward reaction prediction with 1.9M reactions from USPTO patents (1976-2016). Task: Predict the product of the given reaction. (1) Given the reactants Br[C:2]1[CH:3]=[C:4]([CH3:8])[CH:5]=[CH:6][CH:7]=1.[O:9]1[C:13]2([CH2:18][CH2:17][C:16](=[O:19])[CH2:15][CH2:14]2)[O:12][CH2:11][CH2:10]1, predict the reaction product. The product is: [C:4]1([CH3:8])[CH:5]=[CH:6][CH:7]=[C:2]([C:16]2([OH:19])[CH2:17][CH2:18][C:13]3([O:12][CH2:11][CH2:10][O:9]3)[CH2:14][CH2:15]2)[CH:3]=1. (2) Given the reactants [F:1][C:2]1[C:7]([OH:8])=[CH:6][CH:5]=[C:4]([N+:9]([O-])=O)[C:3]=1[CH2:12][C:13](=O)[CH3:14].S(S([O-])=O)([O-])=O.[Na+].[Na+], predict the reaction product. The product is: [F:1][C:2]1[C:7]([OH:8])=[CH:6][CH:5]=[C:4]2[C:3]=1[CH:12]=[C:13]([CH3:14])[NH:9]2.